This data is from Full USPTO retrosynthesis dataset with 1.9M reactions from patents (1976-2016). The task is: Predict the reactants needed to synthesize the given product. (1) Given the product [CH3:32][O:33][C:34]([CH:35]1[CH2:39][CH:38]([OH:40])[CH2:37][N:36]1[C:14](=[O:16])[CH:9]([NH:8][C:1]([O:3][C:4]([CH3:5])([CH3:6])[CH3:7])=[O:2])[C:10]([CH3:11])([CH3:12])[CH3:13])=[O:41], predict the reactants needed to synthesize it. The reactants are: [C:1]([NH:8][C@H:9]([C:14]([OH:16])=O)[C:10]([CH3:13])([CH3:12])[CH3:11])([O:3][C:4]([CH3:7])([CH3:6])[CH3:5])=[O:2].C1C=CC2N(O)N=NC=2C=1.C(Cl)CCl.Cl.[CH3:32][O:33][C:34](=[O:41])[C@@H:35]1[CH2:39][C@@H:38]([OH:40])[CH2:37][NH:36]1.CN1CCOCC1. (2) Given the product [NH2:7][C@@H:8]1[CH2:13][CH2:12][CH2:11][N:10]([C:14]2[N:22]([CH2:23][C:24]#[C:25][CH3:26])[C:21]3[C:20](=[O:27])[N:19]([CH2:28][C:29](=[O:36])[C:30]4[CH:31]=[CH:32][CH:33]=[CH:34][CH:35]=4)[CH:18]=[N:17][C:16]=3[C:15]=2[C:37]#[N:38])[CH2:9]1, predict the reactants needed to synthesize it. The reactants are: C(OC(=O)[NH:7][C@@H:8]1[CH2:13][CH2:12][CH2:11][N:10]([C:14]2[N:22]([CH2:23][C:24]#[C:25][CH3:26])[C:21]3[C:20](=[O:27])[N:19]([CH2:28][C:29](=[O:36])[C:30]4[CH:35]=[CH:34][CH:33]=[CH:32][CH:31]=4)[CH:18]=[N:17][C:16]=3[C:15]=2[C:37]#[N:38])[CH2:9]1)(C)(C)C. (3) Given the product [CH3:14][O:13][C:3]1[CH:4]=[C:5]([CH2:10][O:11][CH3:12])[CH:6]=[C:7]([O:8][CH3:9])[C:2]=1[O:16][B:17]([OH:20])[OH:18], predict the reactants needed to synthesize it. The reactants are: Br[C:2]1[C:7]([O:8][CH3:9])=[CH:6][C:5]([CH2:10][O:11][CH3:12])=[CH:4][C:3]=1[O:13][CH3:14].C[O:16][B:17]([O:20]C)[O:18]C.[Cl-].[NH4+]. (4) Given the product [O:25]=[C:55]1[C:56]2[C:52]([CH:51]=[CH:50][N:49]=2)=[N:53][C:54]1=[O:71], predict the reactants needed to synthesize it. The reactants are: C(N1C2=CC3C(=CC2=C(C2SC(Br)=CC=2)C1=O)N(CCCCCC)C(=[O:25])C=3C1SC(Br)=CC=1)CCCCC.C(C(CCCCCCCCCC)C[N:49]1[C:56](C2SC(B3OC(C)(C)C(C)(C)O3)=CC=2)=[C:55]2[C:51](=[C:52](C3SC(B4OC(C)(C)C(C)(C)O4)=CC=3)[N:53](CC(CCCCCCCC)CCCCCCCCCC)[C:54]2=[O:71])[C:50]1=O)CCCCCCC.[O-]P([O-])([O-])=O.[K+].[K+].[K+].BrC1SC=CC=1. (5) Given the product [C:1]([O:5][C:6]([N:8]1[CH2:13][CH2:12][CH:11]([N:14]([C:22](=[O:25])[CH:23]=[CH2:24])[CH2:15][C:16]2[CH:21]=[CH:20][CH:19]=[CH:18][CH:17]=2)[CH2:10][CH2:9]1)=[O:7])([CH3:4])([CH3:2])[CH3:3], predict the reactants needed to synthesize it. The reactants are: [C:1]([O:5][C:6]([N:8]1[CH2:13][CH2:12][CH:11]([NH:14][CH2:15][C:16]2[CH:21]=[CH:20][CH:19]=[CH:18][CH:17]=2)[CH2:10][CH2:9]1)=[O:7])([CH3:4])([CH3:3])[CH3:2].[C:22](O)(=[O:25])[CH:23]=[CH2:24].Cl.CN(C)CCCN=C=NCC. (6) Given the product [O:1]=[C:2]1[C:6]2([CH2:11][CH2:10][N:9]([CH2:32][CH2:33][CH2:34][C:35](=[O:36])[C:37]3[CH:42]=[CH:41][CH:40]=[CH:39][CH:38]=3)[CH2:8][CH2:7]2)[N:5]([C:12]2[CH:13]=[CH:14][CH:15]=[CH:16][CH:17]=2)[CH2:4][N:3]1[C:18]1[CH:19]=[CH:20][C:21]([C:22]([O:24][C:25]([CH3:27])([CH3:26])[CH3:28])=[O:23])=[CH:29][CH:30]=1, predict the reactants needed to synthesize it. The reactants are: [O:1]=[C:2]1[C:6]2([CH2:11][CH2:10][NH:9][CH2:8][CH2:7]2)[N:5]([C:12]2[CH:17]=[CH:16][CH:15]=[CH:14][CH:13]=2)[CH2:4][N:3]1[C:18]1[CH:30]=[CH:29][C:21]([C:22]([O:24][C:25]([CH3:28])([CH3:27])[CH3:26])=[O:23])=[CH:20][CH:19]=1.I[CH2:32][CH2:33][CH2:34][C:35]([C:37]1[CH:42]=[CH:41][CH:40]=[CH:39][CH:38]=1)=[O:36].C(=O)([O-])[O-].[K+].[K+]. (7) Given the product [O:47]1[CH2:48][CH2:42][CH2:43][N:44]([CH2:10][CH2:9][O:8][C:7]2[CH:6]=[CH:5][C:4]([C:12]3[CH:13]=[C:14]([C:31]([NH2:33])=[O:32])[C:15]4[NH:16][C:17]5[CH:18]=[C:19]([N:25]6[CH2:30][CH2:29][O:28][CH2:27][CH2:26]6)[CH:20]=[CH:21][C:22]=5[C:23]=4[N:24]=3)=[CH:3][C:2]=2[Cl:1])[CH2:45][CH2:46]1, predict the reactants needed to synthesize it. The reactants are: [Cl:1][C:2]1[CH:3]=[C:4]([C:12]2[CH:13]=[C:14]([C:31]([NH2:33])=[O:32])[C:15]3[NH:16][C:17]4[CH:18]=[C:19]([N:25]5[CH2:30][CH2:29][O:28][CH2:27][CH2:26]5)[CH:20]=[CH:21][C:22]=4[C:23]=3[N:24]=2)[CH:5]=[CH:6][C:7]=1[O:8][CH2:9][CH2:10]Cl.[I-].[K+].C([O-])([O-])=O.[K+].[K+].[CH2:42]1[CH2:48][O:47][CH2:46][CH2:45][NH:44][CH2:43]1.Cl.C(O)(C(F)(F)F)=O.N. (8) Given the product [CH3:1][O:2][CH2:3][CH2:4][NH:5][C:6]([C:8]1[S:9][C:10]([CH2:13][CH2:14][CH2:15][CH2:16][C:17]2[N:18]=[N:19][C:20]([NH:23][C:24](=[O:37])[CH2:25][C:26]3[CH:31]=[CH:30][CH:29]=[C:28]([O:32][C:33]([F:36])([F:35])[F:34])[CH:27]=3)=[CH:21][CH:22]=2)=[N:11][N:12]=1)=[O:7], predict the reactants needed to synthesize it. The reactants are: [CH3:1][O:2][CH2:3][CH2:4][NH:5][C:6]([C:8]1[S:9][C:10]([CH2:13][CH2:14][C:15]#[C:16][C:17]2[N:18]=[N:19][C:20]([NH:23][C:24](=[O:37])[CH2:25][C:26]3[CH:31]=[CH:30][CH:29]=[C:28]([O:32][C:33]([F:36])([F:35])[F:34])[CH:27]=3)=[CH:21][CH:22]=2)=[N:11][N:12]=1)=[O:7]. (9) The reactants are: Br[C:2]1[C:3]([O:16][CH2:17][CH:18]([Cl:20])Cl)=[C:4]2[C:9](=[CH:10][CH:11]=1)[N:8]([C:12](=[O:14])[CH3:13])[C@@H:7]([CH3:15])[CH2:6][CH2:5]2.[CH:21]1([N:24]2[CH:28]=[C:27](B3OC(C)(C)C(C)(C)O3)[CH:26]=[N:25]2)[CH2:23][CH2:22]1.C(=O)([O-])[O-].[K+].[K+].O1CCOCC1. Given the product [Cl:20]/[CH:18]=[CH:17]/[O:16][C:3]1[C:2]([C:27]2[CH:26]=[N:25][N:24]([CH:21]3[CH2:23][CH2:22]3)[CH:28]=2)=[CH:11][CH:10]=[C:9]2[C:4]=1[CH2:5][CH2:6][C@H:7]([CH3:15])[N:8]2[C:12](=[O:14])[CH3:13], predict the reactants needed to synthesize it. (10) The reactants are: [NH2:1][C:2]1[CH:10]=[C:9]([Cl:11])[CH:8]=[CH:7][C:3]=1[C:4]([NH2:6])=O.[Cl:12][C:13]1[CH:21]=[CH:20][CH:19]=[CH:18][C:14]=1[C:15](Cl)=O.[N:22]1([C:28]([O:30][CH2:31][CH3:32])=[O:29])[CH2:27][CH2:26][NH:25][CH2:24][CH2:23]1. Given the product [Cl:11][C:9]1[CH:10]=[C:2]2[C:3]([C:4]([N:25]3[CH2:24][CH2:23][N:22]([C:28]([O:30][CH2:31][CH3:32])=[O:29])[CH2:27][CH2:26]3)=[N:6][C:15]([C:14]3[CH:18]=[CH:19][CH:20]=[CH:21][C:13]=3[Cl:12])=[N:1]2)=[CH:7][CH:8]=1, predict the reactants needed to synthesize it.